Dataset: Forward reaction prediction with 1.9M reactions from USPTO patents (1976-2016). Task: Predict the product of the given reaction. Given the reactants [C:1]([O:5][C:6]([NH:8][CH:9]([CH2:14][OH:15])[CH2:10][C:11]([OH:13])=[O:12])=[O:7])([CH3:4])([CH3:3])[CH3:2].N1C=CN=C1.[Si:21](Cl)([C:24]([CH3:27])([CH3:26])[CH3:25])([CH3:23])[CH3:22], predict the reaction product. The product is: [C:1]([O:5][C:6]([NH:8][CH:9]([CH2:14][O:15][Si:21]([C:24]([CH3:27])([CH3:26])[CH3:25])([CH3:23])[CH3:22])[CH2:10][C:11]([OH:13])=[O:12])=[O:7])([CH3:3])([CH3:4])[CH3:2].